From a dataset of Full USPTO retrosynthesis dataset with 1.9M reactions from patents (1976-2016). Predict the reactants needed to synthesize the given product. (1) Given the product [Br:1][C:6]1[C:7]([O:10][CH3:11])=[N:8][CH:9]=[C:4]([Br:3])[CH:5]=1, predict the reactants needed to synthesize it. The reactants are: [Br:1]Br.[Br:3][C:4]1[CH:5]=[CH:6][C:7]([O:10][CH3:11])=[N:8][CH:9]=1.C([O-])(=O)C.[Na+].C(O)(=O)C. (2) Given the product [OH:29][C@@H:27]([CH3:28])[C@@H:14]([NH:13][C:6]1[C:7]2[C:12](=[CH:11][CH:10]=[CH:9][CH:8]=2)[C:3]([C:1]#[N:2])=[CH:4][CH:5]=1)[C:15]1[O:16][C:19]([C:20]2[CH:21]=[CH:22][CH:23]=[CH:24][CH:25]=2)=[N:18][N:17]=1, predict the reactants needed to synthesize it. The reactants are: [C:1]([C:3]1[C:12]2[C:7](=[CH:8][CH:9]=[CH:10][CH:11]=2)[C:6]([NH:13][C@H:14]([C@@H:27]([OH:29])[CH3:28])[C:15]([NH:17][NH:18][C:19](=O)[C:20]2[CH:25]=[CH:24][CH:23]=[CH:22][CH:21]=2)=[O:16])=[CH:5][CH:4]=1)#[N:2].CCN(P1(N(C)CCCN1C)=NC(C)(C)C)CC. (3) Given the product [CH3:1][O:2][C:3]([C:5]1[N:6]=[C:7]([S:21]([CH3:25])(=[O:23])=[O:20])[NH:8][C:9]=1[C:10]1[CH:15]=[CH:14][C:13]([F:16])=[CH:12][CH:11]=1)=[O:4], predict the reactants needed to synthesize it. The reactants are: [CH3:1][O:2][C:3]([C:5]1[N:6]=[C:7](SC)[NH:8][C:9]=1[C:10]1[CH:15]=[CH:14][C:13]([F:16])=[CH:12][CH:11]=1)=[O:4].O[O:20][S:21]([O-:23])=O.[K+].[CH3:25]O.